Predict the product of the given reaction. From a dataset of Forward reaction prediction with 1.9M reactions from USPTO patents (1976-2016). (1) Given the reactants [CH:1]([S:4]([CH2:7][C:8]1[CH:13]=[C:12]([N:14]2[CH2:19][CH2:18][O:17][CH2:16][C@@H:15]2[CH3:20])[N:11]=[C:10]([C:21]2[CH:26]=[CH:25][C:24]([NH:27]C(=O)OC(C)(C)C)=[CH:23][CH:22]=2)[N:9]=1)(=[O:6])=[O:5])([CH3:3])[CH3:2].FC(F)(F)C(O)=O, predict the reaction product. The product is: [CH:1]([S:4]([CH2:7][C:8]1[CH:13]=[C:12]([N:14]2[CH2:19][CH2:18][O:17][CH2:16][C@@H:15]2[CH3:20])[N:11]=[C:10]([C:21]2[CH:22]=[CH:23][C:24]([NH2:27])=[CH:25][CH:26]=2)[N:9]=1)(=[O:5])=[O:6])([CH3:2])[CH3:3]. (2) Given the reactants Br[C:2]1[N:7]=[C:6]([Cl:8])[C:5]([NH:9][C:10](=[O:13])[CH2:11][CH3:12])=[C:4]([CH3:14])[CH:3]=1.[CH3:15][O:16][CH2:17]/[CH:18]=[CH:19]/B1OC(C)(C)C(C)(C)O1.C1(P(C2C=CC=CC=2)C2C=CC=CC=2)C=CC=CC=1.C(=O)([O-])[O-].[K+].[K+].O, predict the reaction product. The product is: [Cl:8][C:6]1[C:5]([NH:9][C:10](=[O:13])[CH2:11][CH3:12])=[C:4]([CH3:14])[CH:3]=[C:2](/[CH:19]=[CH:18]/[CH2:17][O:16][CH3:15])[N:7]=1. (3) The product is: [F:46][C:47]1[CH:48]=[C:49]([CH:91]=[CH:92][CH:93]=1)[CH2:50][N:51]1[CH:55]=[C:54]([C:56]2[C:64]3[C:59](=[N:60][CH:61]=[C:62]([C:65]4[CH:66]=[N:67][C:68]([N:71]5[CH2:72][CH2:73][N:74]([CH2:77][CH2:78][O:79][CH3:80])[CH2:75][CH2:76]5)=[CH:69][CH:70]=4)[CH:63]=3)[NH:58][CH:57]=2)[CH:53]=[N:52]1. Given the reactants Cl.FC1C=C(C=CC=1)CN1C=C(C2C3C(=NC=C(C4C=CC(C5CCNCC5)=CC=4)C=3)N(S(C3C=CC(C)=CC=3)(=O)=O)C=2)C=N1.[F:46][C:47]1[CH:48]=[C:49]([CH:91]=[CH:92][CH:93]=1)[CH2:50][N:51]1[CH:55]=[C:54]([C:56]2[C:64]3[C:59](=[N:60][CH:61]=[C:62]([C:65]4[CH:66]=[N:67][C:68]([N:71]5[CH2:76][CH2:75][N:74]([CH2:77][CH2:78][O:79][CH3:80])[CH2:73][CH2:72]5)=[CH:69][CH:70]=4)[CH:63]=3)[N:58](S(C3C=CC(C)=CC=3)(=O)=O)[CH:57]=2)[CH:53]=[N:52]1.[OH-].[Li+], predict the reaction product. (4) Given the reactants [CH3:1][O:2][C:3]1[N:8]2[CH:9]=[CH:10][N:11]=[C:7]2[CH:6]=[C:5]([CH3:12])[CH:4]=1.C1C(=O)N([Br:20])C(=O)C1, predict the reaction product. The product is: [Br:20][C:9]1[N:8]2[C:3]([O:2][CH3:1])=[CH:4][C:5]([CH3:12])=[CH:6][C:7]2=[N:11][CH:10]=1. (5) Given the reactants [CH3:1][O:2][C:3]1[CH:4]=[C:5]([CH:7]=[C:8]([O:12][CH3:13])[C:9]=1[O:10][CH3:11])[NH2:6].C(N(CC)CC)C.Cl[C:22](=[O:28])[C:23]([O:25][CH2:26][CH3:27])=[O:24].Cl, predict the reaction product. The product is: [CH3:13][O:12][C:8]1[CH:7]=[C:5]([CH:4]=[C:3]([O:2][CH3:1])[C:9]=1[O:10][CH3:11])[NH:6][C:22](=[O:28])[C:23]([O:25][CH2:26][CH3:27])=[O:24]. (6) Given the reactants [CH2:1]([S:3][CH2:4][N:5]1[C:9]([CH3:10])=[CH:8][C:7]([NH2:11])=[N:6]1)[CH3:2].Cl.[C:13](Cl)(=[O:20])[C:14]1[CH:19]=[CH:18][CH:17]=[N:16][CH:15]=1, predict the reaction product. The product is: [CH2:1]([S:3][CH2:4][N:5]1[C:9]([CH3:10])=[CH:8][C:7]([NH:11][C:13](=[O:20])[C:14]2[CH:19]=[CH:18][CH:17]=[N:16][CH:15]=2)=[N:6]1)[CH3:2]. (7) Given the reactants [N+:1]([C:4]1[CH:5]=[C:6]([N:13]2[CH2:18][CH2:17][N:16]([C:19]([O:21][C:22]([CH3:25])([CH3:24])[CH3:23])=[O:20])[CH2:15][CH2:14]2)[C:7]2[O:11][CH:10]=[CH:9][C:8]=2[CH:12]=1)([O-])=O.O.NN, predict the reaction product. The product is: [NH2:1][C:4]1[CH:5]=[C:6]([N:13]2[CH2:18][CH2:17][N:16]([C:19]([O:21][C:22]([CH3:25])([CH3:24])[CH3:23])=[O:20])[CH2:15][CH2:14]2)[C:7]2[O:11][CH:10]=[CH:9][C:8]=2[CH:12]=1. (8) Given the reactants [Cl:1][C:2]1[CH:3]=[C:4]([C:8]2[N:13]=[C:12]([CH2:14][C:15]3[CH:20]=[CH:19][C:18]([C:21]([CH3:27])([CH3:26])[C:22](OC)=[O:23])=[CH:17][CH:16]=3)[CH:11]=[C:10]([CH2:28][CH3:29])[N:9]=2)[CH:5]=[CH:6][CH:7]=1, predict the reaction product. The product is: [Cl:1][C:2]1[CH:3]=[C:4]([C:8]2[N:13]=[C:12]([CH2:14][C:15]3[CH:16]=[CH:17][C:18]([C:21]([CH3:26])([CH3:27])[CH2:22][OH:23])=[CH:19][CH:20]=3)[CH:11]=[C:10]([CH2:28][CH3:29])[N:9]=2)[CH:5]=[CH:6][CH:7]=1. (9) Given the reactants Cl.[CH3:2][O:3][C:4](=[O:14])[C@H:5]([CH2:7][C:8]1[CH:13]=[CH:12][CH:11]=[CH:10][CH:9]=1)[NH2:6].[N:15]1[CH:20]=[CH:19][CH:18]=[CH:17][C:16]=1[C:21]1[CH:28]=[CH:27][C:24]([CH:25]=O)=[CH:23][CH:22]=1.[BH4-].[Na+], predict the reaction product. The product is: [CH3:2][O:3][C:4](=[O:14])[C@@H:5]([NH:6][CH2:25][C:24]1[CH:23]=[CH:22][C:21]([C:16]2[CH:17]=[CH:18][CH:19]=[CH:20][N:15]=2)=[CH:28][CH:27]=1)[CH2:7][C:8]1[CH:13]=[CH:12][CH:11]=[CH:10][CH:9]=1. (10) Given the reactants [CH:1]([C:4]1[CH:9]=[CH:8][CH:7]=[CH:6][C:5]=1[OH:10])([CH3:3])[CH3:2].[Br-:11].[Br-].O1CCOCC1, predict the reaction product. The product is: [Br:11][C:8]1[CH:7]=[CH:6][C:5]([OH:10])=[C:4]([CH:1]([CH3:3])[CH3:2])[CH:9]=1.